This data is from Reaction yield outcomes from USPTO patents with 853,638 reactions. The task is: Predict the reaction yield, written as a fraction of the theoretical maximum amount of product (1.0 means a 100% yield; for example, 0.34 means a 34% yield). The reactants are Cl[C:2]1[N:11]=[C:10]([NH:12][CH2:13][C:14]2[CH:19]=[CH:18][C:17]([NH:20][C:21]([CH:23]3[CH2:28][CH2:27][N:26]([CH2:29][C:30]4[CH:35]=[CH:34][C:33]([F:36])=[CH:32][CH:31]=4)[CH2:25][CH2:24]3)=[O:22])=[CH:16][CH:15]=2)[C:9]2[C:4](=[CH:5][CH:6]=[C:7]([C:37]([F:40])([F:39])[F:38])[CH:8]=2)[N:3]=1.Cl.[CH:42]1([NH2:46])[CH2:45][CH2:44][CH2:43]1. No catalyst specified. The product is [CH:42]1([NH:46][C:2]2[N:11]=[C:10]([NH:12][CH2:13][C:14]3[CH:19]=[CH:18][C:17]([NH:20][C:21]([CH:23]4[CH2:28][CH2:27][N:26]([CH2:29][C:30]5[CH:31]=[CH:32][C:33]([F:36])=[CH:34][CH:35]=5)[CH2:25][CH2:24]4)=[O:22])=[CH:16][CH:15]=3)[C:9]3[C:4](=[CH:5][CH:6]=[C:7]([C:37]([F:38])([F:40])[F:39])[CH:8]=3)[N:3]=2)[CH2:45][CH2:44][CH2:43]1. The yield is 0.550.